From a dataset of Cav3 T-type calcium channel HTS with 100,875 compounds. Binary Classification. Given a drug SMILES string, predict its activity (active/inactive) in a high-throughput screening assay against a specified biological target. (1) The compound is O1C(C1C(O)=O)C(=O)NC(CC(C)C)C(=O)NCCCC\N=C(/N)N. The result is 0 (inactive). (2) The molecule is N1(C(CN(CC1)c1n(nnn1)c1ccccc1)C)c1cc(ccc1)C. The result is 0 (inactive).